Task: Regression. Given a peptide amino acid sequence and an MHC pseudo amino acid sequence, predict their binding affinity value. This is MHC class II binding data.. Dataset: Peptide-MHC class II binding affinity with 134,281 pairs from IEDB (1) The peptide sequence is GSQLIWDRALGLPLE. The MHC is DRB3_0101 with pseudo-sequence DRB3_0101. The binding affinity (normalized) is 0.619. (2) The peptide sequence is YAHAAHAAHAAHAAHAA. The MHC is H-2-IAb with pseudo-sequence H-2-IAb. The binding affinity (normalized) is 0.777. (3) The peptide sequence is ALLPRAGAAAAAALP. The MHC is DRB3_0101 with pseudo-sequence DRB3_0101. The binding affinity (normalized) is 0.141. (4) The peptide sequence is LPDTTYLGPLNCKSC. The MHC is DRB1_0101 with pseudo-sequence DRB1_0101. The binding affinity (normalized) is 0.289. (5) The peptide sequence is MTLKGTSYKICTDKM. The MHC is DRB3_0101 with pseudo-sequence DRB3_0101. The binding affinity (normalized) is 0.454. (6) The peptide sequence is GKGTLDGQGKAVWGK. The MHC is DRB1_1101 with pseudo-sequence DRB1_1101. The binding affinity (normalized) is 0.431. (7) The peptide sequence is LIIGALAGSTLAALVIGGIA. The MHC is DRB1_0701 with pseudo-sequence DRB1_0701. The binding affinity (normalized) is 0.563. (8) The peptide sequence is GPKEPFRDYVDRFYKTLR. The MHC is HLA-DQA10101-DQB10501 with pseudo-sequence HLA-DQA10101-DQB10501. The binding affinity (normalized) is 0.597. (9) The peptide sequence is LSFMDKGIPFMKMNI. The MHC is HLA-DQA10601-DQB10402 with pseudo-sequence HLA-DQA10601-DQB10402. The binding affinity (normalized) is 0.